The task is: Regression/Classification. Given a drug SMILES string, predict its absorption, distribution, metabolism, or excretion properties. Task type varies by dataset: regression for continuous measurements (e.g., permeability, clearance, half-life) or binary classification for categorical outcomes (e.g., BBB penetration, CYP inhibition). Dataset: cyp3a4_veith.. This data is from CYP3A4 inhibition data for predicting drug metabolism from PubChem BioAssay. (1) The compound is O=C(Oc1ccc([N+](=O)[O-])cc1)N1CCC(N2CCCCC2)CC1. The result is 0 (non-inhibitor). (2) The molecule is N#Cc1c(-c2ccccc2)ccnc1Oc1ccccc1. The result is 0 (non-inhibitor). (3) The molecule is O=C(Nc1ccc2ccccc2c1)[C@@H]1C[C@H]1[C@@H](NP(=O)(c1ccccc1)c1ccccc1)c1ccccc1. The result is 0 (non-inhibitor). (4) The molecule is O=c1[nH]c(=O)n([C@@H]2C[C@H](O)[C@H](CO)O2)cc1I. The result is 0 (non-inhibitor). (5) The drug is Cc1c(NC(=O)CSc2nnc3c4ccccc4n(CCc4ccccc4)c3n2)c(=O)n(-c2ccccc2)n1C. The result is 1 (inhibitor).